From a dataset of Experimentally validated miRNA-target interactions with 360,000+ pairs, plus equal number of negative samples. Binary Classification. Given a miRNA mature sequence and a target amino acid sequence, predict their likelihood of interaction. The miRNA is hsa-miR-4653-5p with sequence UCUCUGAGCAAGGCUUAACACC. The protein sequence of the target gene is MPMISVLGKMFLWQREGPGGRWTCQTSRRVASDPAWAVEWIELPRGLSLSSLGSARTLRGWSRSPRPSSVDSQDLPEVNVGDTVAMLPKSRRALTIQEIAALARSSLHGISQVVKDHVTKPTAMAQGRVAHLIEWKGWSKPSDSPAALESAFSSYSDLSEGEQEARFAAGVAEQFAIAEAKLRAWSSVDGDDSTDDSYDEDFTGGIDTDMAGPLGSHLQDLFTGRRFSRPVRQGSVEPESDCSQTVSPDTLCSSLCSLEDGLLGSPARMTSQLLGEELLLARLPPSRESAFRSLGPLEAQ.... Result: 0 (no interaction).